The task is: Regression. Given a peptide amino acid sequence and an MHC pseudo amino acid sequence, predict their binding affinity value. This is MHC class II binding data.. This data is from Peptide-MHC class II binding affinity with 134,281 pairs from IEDB. (1) The peptide sequence is AVPLRLLGGLHRMVL. The MHC is DRB1_0405 with pseudo-sequence DRB1_0405. The binding affinity (normalized) is 0.648. (2) The peptide sequence is VTYTEHAKRKTVTAM. The MHC is H-2-IAb with pseudo-sequence H-2-IAb. The binding affinity (normalized) is 0. (3) The peptide sequence is EIESCRKNSCECNFE. The MHC is DRB5_0101 with pseudo-sequence DRB5_0101. The binding affinity (normalized) is 0. (4) The peptide sequence is CVPKVTFTVEKGSNE. The MHC is HLA-DPA10201-DPB10501 with pseudo-sequence HLA-DPA10201-DPB10501. The binding affinity (normalized) is 0.409.